Task: Predict the product of the given reaction.. Dataset: Forward reaction prediction with 1.9M reactions from USPTO patents (1976-2016) (1) Given the reactants CN(C)C=O.[C:6](C1C=CC=CC=1)(=O)[C:7]1[CH:12]=[CH:11][CH:10]=[CH:9][CH:8]=1.S(Cl)(Cl)=O.[Cl:24][C:25]([Cl:38])([C:32]1[CH:37]=[CH:36][CH:35]=[CH:34][CH:33]=1)[C:26]1[CH:31]=[CH:30][CH:29]=[CH:28][CH:27]=1, predict the reaction product. The product is: [Cl:24][C:25]([Cl:38])([C:32]1[CH:33]=[CH:34][CH:35]=[CH:36][CH:37]=1)[C:26]1[CH:31]=[CH:30][CH:29]=[CH:28][CH:27]=1.[C:7]1([CH3:6])[CH:12]=[CH:11][CH:10]=[CH:9][CH:8]=1. (2) Given the reactants [C:1]([Si:5]1([C:31]([CH3:34])([CH3:33])[CH3:32])[O:10][C@H:9]2[C@@H:11]([OH:30])[C@H:12]([N:14]3[C:23]4[C:18](=[CH:19][C:20]([O:26][CH3:27])=[C:21]([O:24][CH3:25])[CH:22]=4)[C:17](=[O:28])[NH:16][C:15]3=[O:29])[O:13][C@@H:8]2[CH2:7][O:6]1)([CH3:4])([CH3:3])[CH3:2].N1C=CN=C1.[Si:40](Cl)([C:43]([CH3:46])([CH3:45])[CH3:44])([CH3:42])[CH3:41].C(=O)(O)[O-].[Na+], predict the reaction product. The product is: [C:31]([Si:5]1([C:1]([CH3:3])([CH3:4])[CH3:2])[O:10][C@H:9]2[C@@H:11]([O:30][Si:40]([C:43]([CH3:46])([CH3:45])[CH3:44])([CH3:42])[CH3:41])[C@H:12]([N:14]3[C:23]4[C:18](=[CH:19][C:20]([O:26][CH3:27])=[C:21]([O:24][CH3:25])[CH:22]=4)[C:17](=[O:28])[NH:16][C:15]3=[O:29])[O:13][C@@H:8]2[CH2:7][O:6]1)([CH3:34])([CH3:33])[CH3:32]. (3) Given the reactants C[O:2][C:3](=[O:18])[CH:4](C(OC)=O)[CH:5]([CH2:10][N+:11]([O-:13])=[O:12])[CH2:6][CH:7]([CH3:9])[CH3:8].Cl, predict the reaction product. The product is: [N+:11]([CH2:10][CH:5]([CH2:6][CH:7]([CH3:9])[CH3:8])[CH2:4][C:3]([OH:18])=[O:2])([O-:13])=[O:12]. (4) Given the reactants [CH3:1][C:2]([CH2:4][CH2:5][C:6]1[CH:11]=[CH:10][C:9]([OH:12])=[CH:8][CH:7]=1)=[O:3].C([O-])([O-])O[CH2:15][CH3:16].[H][H], predict the reaction product. The product is: [CH2:15]([O:3][CH:2]([CH3:1])[CH2:4][CH2:5][C:6]1[CH:7]=[CH:8][C:9]([OH:12])=[CH:10][CH:11]=1)[CH3:16].